From a dataset of Catalyst prediction with 721,799 reactions and 888 catalyst types from USPTO. Predict which catalyst facilitates the given reaction. (1) Reactant: [N-:1]=[N+:2]=[N-:3].[Na+].Cl([O-])(=O)(=O)=O.[Li+].[O:11]1[CH2:13][CH:12]1[C:14]1[CH:15]=[CH:16][C:17]([O:20][CH2:21][C:22]([F:25])([F:24])[F:23])=[N:18][CH:19]=1. Product: [N:1]([CH:12]([C:14]1[CH:19]=[N:18][C:17]([O:20][CH2:21][C:22]([F:25])([F:23])[F:24])=[CH:16][CH:15]=1)[CH2:13][OH:11])=[N+:2]=[N-:3]. The catalyst class is: 10. (2) Reactant: [CH3:1][C:2]1[N:3]([CH:18]([C:20](=[O:22])[CH3:21])[CH3:19])[C:4]2[C:9]([C:10]=1[C:11]([O:13][C:14]([CH3:17])([CH3:16])[CH3:15])=[O:12])=[CH:8][CH:7]=[CH:6][CH:5]=2.[BH4-].[Na+]. Product: [OH:22][CH:20]([CH3:21])[CH:18]([N:3]1[C:4]2[C:9](=[CH:8][CH:7]=[CH:6][CH:5]=2)[C:10]([C:11]([O:13][C:14]([CH3:17])([CH3:16])[CH3:15])=[O:12])=[C:2]1[CH3:1])[CH3:19]. The catalyst class is: 56. (3) Reactant: [N:1]1[CH:6]=[CH:5][N:4]=[C:3]2[NH:7][CH:8]=[CH:9][C:2]=12.[C:10]([O:14][C:15](=[O:34])[N:16]([C:26]1[CH:31]=[CH:30][C:29]([CH:32]=[O:33])=[CH:28][N:27]=1)[CH2:17][C:18]1[CH:19]=[N:20][C:21]([O:24][CH3:25])=[CH:22][CH:23]=1)([CH3:13])([CH3:12])[CH3:11].[OH-].[K+]. Product: [C:10]([O:14][C:15](=[O:34])[N:16]([C:26]1[CH:31]=[CH:30][C:29]([CH:32]([OH:33])[C:9]2[C:2]3[C:3](=[N:4][CH:5]=[CH:6][N:1]=3)[NH:7][CH:8]=2)=[CH:28][N:27]=1)[CH2:17][C:18]1[CH:19]=[N:20][C:21]([O:24][CH3:25])=[CH:22][CH:23]=1)([CH3:13])([CH3:11])[CH3:12]. The catalyst class is: 5. (4) Reactant: [CH3:1][S-:2].[Na+].[Br:4][C:5]1[C:6](Cl)=[N:7][C:8]([Cl:11])=[N:9][CH:10]=1. Product: [Br:4][C:5]1[C:6]([S:2][CH3:1])=[N:7][C:8]([Cl:11])=[N:9][CH:10]=1. The catalyst class is: 10.